Dataset: Reaction yield outcomes from USPTO patents with 853,638 reactions. Task: Predict the reaction yield, written as a fraction of the theoretical maximum amount of product (1.0 means a 100% yield; for example, 0.34 means a 34% yield). (1) The reactants are [F:1][C:2]1[CH:7]=[C:6]([O:8][CH3:9])[CH:5]=[CH:4][C:3]=1[C:10]1[C:19]2[C:14](=[CH:15][C:16]([C:20]([CH3:22])=[CH2:21])=[CH:17][CH:18]=2)[N:13]=[C:12]([C:23]([O:25][CH3:26])=[O:24])[CH:11]=1.B1C2CCCC1CCC2.Br[C:37]1[CH:38]=[N:39][C:40]([CH3:43])=[N:41][CH:42]=1.C(P(C12CC3CC(CC(C3)C1)C2)C12CC3CC(CC(C3)C1)C2)CCC.C(=O)([O-])[O-].[K+].[K+]. The catalyst is C1COCC1.[Cl-].[Na+].O.C1C=CC(/C=C/C(/C=C/C2C=CC=CC=2)=O)=CC=1.C1C=CC(/C=C/C(/C=C/C2C=CC=CC=2)=O)=CC=1.C1C=CC(/C=C/C(/C=C/C2C=CC=CC=2)=O)=CC=1.[Pd].[Pd].CCOC(C)=O.O. The product is [F:1][C:2]1[CH:7]=[C:6]([O:8][CH3:9])[CH:5]=[CH:4][C:3]=1[C:10]1[C:19]2[C:14](=[CH:15][C:16]([CH:20]([CH3:22])[CH2:21][C:37]3[CH:38]=[N:39][C:40]([CH3:43])=[N:41][CH:42]=3)=[CH:17][CH:18]=2)[N:13]=[C:12]([C:23]([O:25][CH3:26])=[O:24])[CH:11]=1. The yield is 0.176. (2) The reactants are [C:1]([NH:5][C:6]([C:8]1[C:16]2[C:11](=[N:12][CH:13]=[C:14]([NH:17][C:18]3[CH:19]=[N:20][N:21]([CH3:23])[CH:22]=3)[N:15]=2)[N:10](COCC[Si](C)(C)C)[CH:9]=1)=[O:7])([CH3:4])([CH3:3])[CH3:2].FC(F)(F)C(O)=O. The catalyst is ClCCl. The product is [C:1]([NH:5][C:6]([C:8]1[C:16]2[C:11](=[N:12][CH:13]=[C:14]([NH:17][C:18]3[CH:19]=[N:20][N:21]([CH3:23])[CH:22]=3)[N:15]=2)[NH:10][CH:9]=1)=[O:7])([CH3:4])([CH3:3])[CH3:2]. The yield is 0.920. (3) The yield is 0.566. The reactants are [Cl:1][C:2]1[CH:7]=[CH:6][C:5](/[CH:8]=[CH:9]/[C:10]2(C(C3CCCCO3)=O)[C:18]3[C:13](=[CH:14][CH:15]=[C:16]([C:19]4[N:23]=[CH:22][N:21](C(C5C=CC=CC=5)(C5C=CC=CC=5)C5C=CC=CC=5)[N:20]=4)[CH:17]=3)[NH:12][NH:11]2)=[CH:4][CH:3]=1. The product is [Cl:1][C:2]1[CH:7]=[CH:6][C:5](/[CH:8]=[CH:9]/[C:10]2[C:18]3[C:13](=[CH:14][CH:15]=[C:16]([C:19]4[N:23]=[CH:22][NH:21][N:20]=4)[CH:17]=3)[NH:12][N:11]=2)=[CH:4][CH:3]=1. The catalyst is O1CCOCC1.Cl.